From a dataset of Forward reaction prediction with 1.9M reactions from USPTO patents (1976-2016). Predict the product of the given reaction. (1) Given the reactants [Li+].CC([N-]C(C)C)C.C1COCC1.[O:14]1[CH2:19][CH2:18][C:17](=[O:20])[CH2:16][CH2:15]1.C1(N([S:28]([C:31]([F:34])([F:33])[F:32])(=[O:30])=[O:29])[S:28]([C:31]([F:34])([F:33])[F:32])(=[O:30])=[O:29])C=CC=CC=1, predict the reaction product. The product is: [F:32][C:31]([F:34])([F:33])[S:28]([O:20][C:17]1[CH2:16][CH2:15][O:14][CH2:19][CH:18]=1)(=[O:30])=[O:29]. (2) Given the reactants [CH3:1][C:2]1[C:3](OS(C(F)(F)F)(=O)=O)=[CH:4][C:5]2[C:6]([CH3:14])([CH3:13])[CH2:7][CH:8]=[C:9]([CH3:12])[C:10]=2[CH:11]=1.C1C=CC(P(C2C(C3C(P(C4C=CC=CC=4)C4C=CC=CC=4)=CC=C4C=3C=CC=C4)=C3C(C=CC=C3)=CC=2)C2C=CC=CC=2)=CC=1.C([O-])([O-])=O.[Cs+].[Cs+].[NH2:75][C:76]1[CH:86]=[CH:85][C:79]([C:80]([O:82][CH2:83][CH3:84])=[O:81])=[CH:78][CH:77]=1, predict the reaction product. The product is: [CH3:1][C:2]1[C:3]([NH:75][C:76]2[CH:77]=[CH:78][C:79]([C:80]([O:82][CH2:83][CH3:84])=[O:81])=[CH:85][CH:86]=2)=[CH:4][C:5]2[C:6]([CH3:14])([CH3:13])[CH2:7][CH:8]=[C:9]([CH3:12])[C:10]=2[CH:11]=1. (3) Given the reactants [CH3:1][O:2][C:3](=[O:21])[C@@H:4]([NH:13]C(OC(C)(C)C)=O)[CH2:5][CH2:6][N:7]([CH2:9][CH2:10][O:11][CH3:12])[CH3:8].[ClH:22], predict the reaction product. The product is: [ClH:22].[ClH:22].[CH3:1][O:2][C:3](=[O:21])[C@@H:4]([NH2:13])[CH2:5][CH2:6][N:7]([CH2:9][CH2:10][O:11][CH3:12])[CH3:8].